Task: Predict the product of the given reaction.. Dataset: Forward reaction prediction with 1.9M reactions from USPTO patents (1976-2016) (1) Given the reactants [C:1]([NH2:5])([CH3:4])([CH3:3])[CH3:2].[Cl:6][C:7]1[CH:12]=[N:11][CH:10]=[C:9](Cl)[N:8]=1.C(OC(O)C)C, predict the reaction product. The product is: [C:1]([NH:5][C:9]1[CH:10]=[N:11][CH:12]=[C:7]([Cl:6])[N:8]=1)([CH3:4])([CH3:3])[CH3:2]. (2) Given the reactants ClC(Cl)(Cl)C([C:5]1[N:9]2[C:10]([CH2:14][N:15]([C:28]([O:30]C(C)(C)C)=O)[CH2:16][CH2:17][CH2:18][CH2:19][NH:20][S:21]([C:24]([F:27])([F:26])[F:25])(=[O:23])=[O:22])=[CH:11][CH:12]=[CH:13][C:8]2=[N:7][CH:6]=1)=O.I[Si](C)(C)C.C(=O)([O-])O.[Na+], predict the reaction product. The product is: [F:25][C:24]([F:26])([F:27])[S:21]([NH:20][CH2:19][CH2:18][CH2:17][CH2:16][N:15]1[CH2:14][C:10]2[N:9]3[C:5](=[CH:6][N:7]=[C:8]3[CH:13]=[CH:12][CH:11]=2)[C:28]1=[O:30])(=[O:23])=[O:22].